Dataset: Catalyst prediction with 721,799 reactions and 888 catalyst types from USPTO. Task: Predict which catalyst facilitates the given reaction. (1) Reactant: [NH2:1][CH2:2][CH2:3][C@@:4]1([C:27]2[CH:32]=[CH:31][C:30]([F:33])=[CH:29][CH:28]=2)[O:9][C:8](=[O:10])[N:7]([C@H:11]([C:13]2[CH:18]=[CH:17][C:16]([C:19]3[CH:24]=[CH:23][C:22]([F:25])=[CH:21][C:20]=3[F:26])=[CH:15][CH:14]=2)[CH3:12])[CH2:6][CH2:5]1.[C:34]([N:36]=[C:37](SC)[S:38][CH3:39])#[N:35]. Product: [C:34]([N:36]=[C:37]([S:38][CH3:39])[NH:1][CH2:2][CH2:3][C@@:4]1([C:27]2[CH:28]=[CH:29][C:30]([F:33])=[CH:31][CH:32]=2)[O:9][C:8](=[O:10])[N:7]([C@H:11]([C:13]2[CH:14]=[CH:15][C:16]([C:19]3[CH:24]=[CH:23][C:22]([F:25])=[CH:21][C:20]=3[F:26])=[CH:17][CH:18]=2)[CH3:12])[CH2:6][CH2:5]1)#[N:35]. The catalyst class is: 10. (2) Reactant: Cl.CN(C)CCCN=C=NCC.O.OC1C2N=NNC=2C=CC=1.[C:24]([O:28][C:29]([NH:31][C:32]1([C:37]([OH:39])=O)[CH2:36][CH2:35][CH2:34][CH2:33]1)=[O:30])([CH3:27])([CH3:26])[CH3:25].[CH3:40][N:41]1[CH2:46][CH2:45][NH:44][CH2:43][CH2:42]1. Product: [CH3:40][N:41]1[CH2:46][CH2:45][N:44]([C:37]([C:32]2([NH:31][C:29](=[O:30])[O:28][C:24]([CH3:25])([CH3:26])[CH3:27])[CH2:33][CH2:34][CH2:35][CH2:36]2)=[O:39])[CH2:43][CH2:42]1. The catalyst class is: 3. (3) Reactant: FC(F)(F)C([NH:5][C:6]1[CH:11]=[CH:10][CH:9]=[CH:8][C:7]=1[C@H:12]([OH:15])[CH2:13][CH3:14])=O.[ClH:18]. Product: [ClH:18].[NH2:5][C:6]1[CH:11]=[CH:10][CH:9]=[CH:8][C:7]=1[C@H:12]([OH:15])[CH2:13][CH3:14]. The catalyst class is: 32.